This data is from M1 muscarinic receptor antagonist screen with 61,756 compounds. The task is: Binary Classification. Given a drug SMILES string, predict its activity (active/inactive) in a high-throughput screening assay against a specified biological target. (1) The compound is s1c2n(nc1c1sccc1)c(nn2)C1CCCCC1. The result is 0 (inactive). (2) The molecule is O=c1n(c(nc2n(c3nc4c(nc3c12)cccc4)Cc1occc1)C)Cc1ccc(cc1)C. The result is 0 (inactive). (3) The drug is s1c(C(N2CCC(CC2)C)c2occc2)c(O)n2nc(nc12)C. The result is 0 (inactive). (4) The drug is Clc1c(N2CCOCC2)ccc(NC(=O)c2[nH]ncn2)c1. The result is 0 (inactive). (5) The drug is O(c1n(C(C)C)c2c(n(c(=O)n(c2=O)C)C)n1)c1cc(ccc1)C(OC)=O. The result is 0 (inactive). (6) The drug is Clc1ccc(NC(=O)Nc2sccc2)nc1. The result is 0 (inactive).